From a dataset of Forward reaction prediction with 1.9M reactions from USPTO patents (1976-2016). Predict the product of the given reaction. (1) Given the reactants [NH:1]1[CH2:6][CH2:5][C:4](=[O:7])[CH2:3][CH2:2]1.C(=O)([O-])[O-].[K+].[K+].[F:14][C:15]1[CH:16]=[C:17]([N+:22]([O-:24])=[O:23])[CH:18]=[CH:19][C:20]=1F, predict the reaction product. The product is: [F:14][C:15]1[CH:16]=[C:17]([N+:22]([O-:24])=[O:23])[CH:18]=[CH:19][C:20]=1[N:1]1[CH2:6][CH2:5][C:4](=[O:7])[CH2:3][CH2:2]1. (2) Given the reactants [C:1]([OH:5])(=[O:4])[CH:2]=[CH2:3].[C:6]([OH:11])(=O)[C:7](C)=[CH2:8].[C:38]([O:37][C:28]1C=CC(C(C2C=C[C:29]([O:32]C(=O)C=C)=[C:28]([O:37][CH2:38]C)C=2OCC)(C)C)=C(OCC)[C:29]=1[O:32]CC)(=O)C=C.C(OC1C=CC(OCC)(C(C2(OCC)C=CC(OC(=O)C(C)=C)C(OCC)(OCC)C2(OCC)OCC)(C)C)C(OCC)(OCC)C1(OCC)OCC)(=O)C(C)=C.CCC, predict the reaction product. The product is: [C:1]([OH:5])(=[O:4])[CH:2]=[CH2:3].[CH2:29]([O:32][CH2:8][CH:7]1[O:11][CH2:6]1)[CH:28]1[O:37][CH2:38]1. (3) Given the reactants Br[C:2]1[C:3]([NH:16][CH:17]2[CH2:22][CH2:21][N:20]([CH2:23][C:24]3[CH:29]=[CH:28][CH:27]=[CH:26][CH:25]=3)[CH2:19][CH2:18]2)=[N:4][C:5]([NH:8][CH2:9][C:10]2[CH:15]=[CH:14][N:13]=[CH:12][CH:11]=2)=[N:6][CH:7]=1.[CH3:30][O:31][C:32]1[CH:37]=[CH:36][C:35](B(O)O)=[CH:34][CH:33]=1.C(N1CCC(NC2C(C3C=CSC=3)=CN=C(NCC3C=CC=CN=3)N=2)CC1)C1C=CC=CC=1, predict the reaction product. The product is: [CH3:30][O:31][C:32]1[CH:37]=[CH:36][C:35]([C:2]2[C:3]([NH:16][CH:17]3[CH2:22][CH2:21][N:20]([CH2:23][C:24]4[CH:29]=[CH:28][CH:27]=[CH:26][CH:25]=4)[CH2:19][CH2:18]3)=[N:4][C:5]([NH:8][CH2:9][C:10]3[CH:15]=[CH:14][N:13]=[CH:12][CH:11]=3)=[N:6][CH:7]=2)=[CH:34][CH:33]=1. (4) Given the reactants Cl[C:2]1[C:3]2[C:20]3[CH:21]=[CH:22][CH:23]=[CH:24][C:19]=3[S:18][C:4]=2[N:5]=[C:6]([C:8]2[CH:13]=[CH:12][C:11]([C:14]([O:16][CH3:17])=[O:15])=[CH:10][CH:9]=2)[N:7]=1.N1C2SC3CCCCC=3C=2C=NC=1.[S].P(Cl)(Cl)(Cl)=O.CNC.[Cl:47][C:48]1[CH:49]=[C:50]([CH:53]=[CH:54][C:55]=1[O:56][CH3:57])[CH2:51][NH2:52], predict the reaction product. The product is: [Cl:47][C:48]1[CH:49]=[C:50]([CH:53]=[CH:54][C:55]=1[O:56][CH3:57])[CH2:51][NH:52][C:2]1[C:3]2[C:20]3[CH:21]=[CH:22][CH:23]=[CH:24][C:19]=3[S:18][C:4]=2[N:5]=[C:6]([C:8]2[CH:9]=[CH:10][C:11]([C:14]([O:16][CH3:17])=[O:15])=[CH:12][CH:13]=2)[N:7]=1. (5) Given the reactants [F:1][C:2]1[CH:10]=[CH:9][C:5]([C:6]([OH:8])=[O:7])=[C:4](Br)[CH:3]=1.[CH3:12][S:13]([O-])(=[O:15])=[O:14].[Na+].[OH-].[Na+], predict the reaction product. The product is: [F:1][C:2]1[CH:10]=[CH:9][C:5]([C:6]([OH:8])=[O:7])=[C:4]([S:13]([CH3:12])(=[O:15])=[O:14])[CH:3]=1. (6) Given the reactants [Cl-].[Al+3].[Cl-].[Cl-].[C:5]1(=[O:14])[C:13]2[C:8](=[CH:9][CH:10]=[CH:11][CH:12]=2)[CH2:7][CH2:6]1.[Br:15]Br, predict the reaction product. The product is: [Br:15][C:11]1[CH:12]=[C:13]2[C:8]([CH2:7][CH2:6][C:5]2=[O:14])=[CH:9][CH:10]=1. (7) The product is: [CH:13]([C:2]1[CH:3]=[C:4]2[C:9](=[N:10][CH:11]=1)[NH:8][C:7](=[O:12])[CH2:6][CH2:5]2)=[CH2:14]. Given the reactants Br[C:2]1[CH:3]=[C:4]2[C:9](=[N:10][CH:11]=1)[NH:8][C:7](=[O:12])[CH2:6][CH2:5]2.[CH2:13]([Sn](CCCC)(CCCC)C=C)[CH2:14]CC, predict the reaction product.